The task is: Predict the reaction yield, written as a fraction of the theoretical maximum amount of product (1.0 means a 100% yield; for example, 0.34 means a 34% yield).. This data is from Reaction yield outcomes from USPTO patents with 853,638 reactions. (1) The reactants are [CH3:1][O:2][C:3]1[CH:20]=[CH:19][C:6]([CH2:7][C:8]2[O:9][C:10]([C:12]3[C:17]([CH:18]=2)=[CH:16][CH:15]=[CH:14][CH:13]=3)=O)=[CH:5][CH:4]=1.[NH3:21]. No catalyst specified. The product is [CH3:1][O:2][C:3]1[CH:20]=[CH:19][C:6]([CH2:7][C:8]2[NH:21][C:10](=[O:9])[C:12]3[C:17]([CH:18]=2)=[CH:16][CH:15]=[CH:14][CH:13]=3)=[CH:5][CH:4]=1. The yield is 0.120. (2) The catalyst is CN(C=O)C.[Cu]I.C1C=CC(P(C2C=CC=CC=2)[C-]2C=CC=C2)=CC=1.C1C=CC(P(C2C=CC=CC=2)[C-]2C=CC=C2)=CC=1.Cl[Pd]Cl.[Fe+2].O. The reactants are Br[C:2]1[C:10]2[C:5](=[CH:6][CH:7]=[C:8]([N+:11]([O-:13])=[O:12])[CH:9]=2)[N:4]([C:14]([C:27]2[CH:32]=[CH:31][CH:30]=[CH:29][CH:28]=2)([C:21]2[CH:26]=[CH:25][CH:24]=[CH:23][CH:22]=2)[C:15]2[CH:20]=[CH:19][CH:18]=[CH:17][CH:16]=2)[N:3]=1.[C:33]([Si:35]([CH3:38])([CH3:37])[CH3:36])#[CH:34].C(N(CC)CC)C.C(OCC)(=O)C. The product is [N+:11]([C:8]1[CH:9]=[C:10]2[C:5](=[CH:6][CH:7]=1)[N:4]([C:14]([C:15]1[CH:16]=[CH:17][CH:18]=[CH:19][CH:20]=1)([C:27]1[CH:28]=[CH:29][CH:30]=[CH:31][CH:32]=1)[C:21]1[CH:26]=[CH:25][CH:24]=[CH:23][CH:22]=1)[N:3]=[C:2]2[C:34]#[C:33][Si:35]([CH3:38])([CH3:37])[CH3:36])([O-:13])=[O:12]. The yield is 0.670. (3) The reactants are [C:1]([NH:8][CH:9]1[CH2:12][C:11](=C)[CH2:10]1)([O:3][C:4]([CH3:7])([CH3:6])[CH3:5])=[O:2].C([O-])([O-])=[O:15].[K+].[K+]. The catalyst is C(Cl)Cl.O.[Cl-].C([N+](CCCC)(CCCC)CCCC)CCC. The product is [C:1]([NH:8][CH:9]1[CH2:12][C:11](=[O:15])[CH2:10]1)([O:3][C:4]([CH3:7])([CH3:6])[CH3:5])=[O:2]. The yield is 0.720.